From a dataset of NCI-60 drug combinations with 297,098 pairs across 59 cell lines. Regression. Given two drug SMILES strings and cell line genomic features, predict the synergy score measuring deviation from expected non-interaction effect. Drug 1: C1CN1C2=NC(=NC(=N2)N3CC3)N4CC4. Drug 2: C1=CC(=CC=C1CCC2=CNC3=C2C(=O)NC(=N3)N)C(=O)NC(CCC(=O)O)C(=O)O. Cell line: SF-268. Synergy scores: CSS=30.9, Synergy_ZIP=-12.8, Synergy_Bliss=-11.2, Synergy_Loewe=-6.36, Synergy_HSA=-5.04.